Dataset: Full USPTO retrosynthesis dataset with 1.9M reactions from patents (1976-2016). Task: Predict the reactants needed to synthesize the given product. (1) Given the product [NH2:52][CH2:51][CH2:50][O:49][C:48]1[CH:60]=[CH:61][C:45]([NH:44][C:3](=[O:5])[C:2](=[O:1])[C:6]2[CH:11]=[CH:10][C:9]([CH3:12])=[CH:8][CH:7]=2)=[CH:46][C:47]=1[C:62]1[N:66]([CH3:67])[N:65]=[CH:64][CH:63]=1, predict the reactants needed to synthesize it. The reactants are: [O:1]=[C:2]([C:6]1[CH:11]=[CH:10][C:9]([CH3:12])=[CH:8][CH:7]=1)[C:3]([OH:5])=O.C(N(CC)CC)C.CN(C(ON1N=NC2C=CC=NC1=2)=[N+](C)C)C.F[P-](F)(F)(F)(F)F.[NH2:44][C:45]1[CH:61]=[CH:60][C:48]([O:49][CH2:50][CH2:51][NH:52]C(=O)OC(C)(C)C)=[C:47]([C:62]2[N:66]([CH3:67])[N:65]=[CH:64][CH:63]=2)[CH:46]=1.Cl.CCOCC. (2) Given the product [CH3:20][CH:19]([CH3:21])[CH2:18][CH:17]([NH:16][C:13]1[CH:12]=[N:11][C:10]([C:8]([NH:7][CH2:6][CH2:5][C:4]([OH:38])=[O:3])=[O:9])=[N:15][CH:14]=1)[C:22]1[CH:27]=[CH:26][C:25]([C:28]2[CH:29]=[CH:30][C:31]([C:34]([F:36])([F:35])[F:37])=[CH:32][CH:33]=2)=[CH:24][CH:23]=1, predict the reactants needed to synthesize it. The reactants are: C([O:3][C:4](=[O:38])[CH2:5][CH2:6][NH:7][C:8]([C:10]1[N:15]=[CH:14][C:13]([NH:16][CH:17]([C:22]2[CH:27]=[CH:26][C:25]([C:28]3[CH:33]=[CH:32][C:31]([C:34]([F:37])([F:36])[F:35])=[CH:30][CH:29]=3)=[CH:24][CH:23]=2)[CH2:18][CH:19]([CH3:21])[CH3:20])=[CH:12][N:11]=1)=[O:9])C.[OH-].[Na+].Cl.